This data is from Peptide-MHC class I binding affinity with 185,985 pairs from IEDB/IMGT. The task is: Regression. Given a peptide amino acid sequence and an MHC pseudo amino acid sequence, predict their binding affinity value. This is MHC class I binding data. (1) The peptide sequence is LLGQNTPAI. The MHC is HLA-A02:03 with pseudo-sequence HLA-A02:03. The binding affinity (normalized) is 0.898. (2) The peptide sequence is VFSPFGYSF. The MHC is HLA-B08:03 with pseudo-sequence HLA-B08:03. The binding affinity (normalized) is 0.0847. (3) The peptide sequence is MKYVWPPIM. The MHC is HLA-A29:02 with pseudo-sequence HLA-A29:02. The binding affinity (normalized) is 0.0847.